From a dataset of Full USPTO retrosynthesis dataset with 1.9M reactions from patents (1976-2016). Predict the reactants needed to synthesize the given product. Given the product [CH:1]1([N:4]([CH3:29])[C:5]2[C:6]([C:19]3[O:20][C:21]4[CH:27]=[CH:26][C:25]([F:28])=[CH:24][C:22]=4[CH:23]=3)=[N:7][C:8]3[C:13]([N:14]=2)=[CH:12][C:11]([C:15]([OH:17])=[O:16])=[CH:10][CH:9]=3)[CH2:3][CH2:2]1, predict the reactants needed to synthesize it. The reactants are: [CH:1]1([N:4]([CH3:29])[C:5]2[C:6]([C:19]3[O:20][C:21]4[CH:27]=[CH:26][C:25]([F:28])=[CH:24][C:22]=4[CH:23]=3)=[N:7][C:8]3[C:13]([N:14]=2)=[CH:12][C:11]([C:15]([O:17]C)=[O:16])=[CH:10][CH:9]=3)[CH2:3][CH2:2]1.[OH-].[Na+].Cl.